Task: Predict the product of the given reaction.. Dataset: Forward reaction prediction with 1.9M reactions from USPTO patents (1976-2016) (1) Given the reactants [F:1][C:2]1[CH:7]=[C:6](B(O)O)[CH:5]=[CH:4][N:3]=1.FC(F)(F)S(O[C:17]1[CH:26]=[CH:25][CH:24]=[C:23]2[C:18]=1[CH2:19][C@H:20]([N:27]([CH2:35][C:36]1[CH:41]=[CH:40][CH:39]=[CH:38][CH:37]=1)[CH2:28][C:29]1[CH:34]=[CH:33][CH:32]=[CH:31][CH:30]=1)[CH2:21][O:22]2)(=O)=O, predict the reaction product. The product is: [CH2:35]([N:27]([CH2:28][C:29]1[CH:34]=[CH:33][CH:32]=[CH:31][CH:30]=1)[C@H:20]1[CH2:19][C:18]2[C:23](=[CH:24][CH:25]=[CH:26][C:17]=2[C:6]2[CH:5]=[CH:4][N:3]=[C:2]([F:1])[CH:7]=2)[O:22][CH2:21]1)[C:36]1[CH:37]=[CH:38][CH:39]=[CH:40][CH:41]=1. (2) Given the reactants [CH3:1][N:2]1[C:6]2[CH:7]=[CH:8][C:9]([C:11](=[O:13])[CH3:12])=[CH:10][C:5]=2[N:4]=[CH:3]1.[Br:14]Br.O1CCOCC1, predict the reaction product. The product is: [Br:14][CH2:12][C:11]([C:9]1[CH:8]=[CH:7][C:6]2[N:2]([CH3:1])[CH:3]=[N:4][C:5]=2[CH:10]=1)=[O:13].[BrH:14]. (3) Given the reactants [CH2:1]([N:8]1[CH2:13][CH2:12][C:11](=[CH:14][C:15]#[N:16])[CH2:10][CH2:9]1)[C:2]1[CH:7]=[CH:6][CH:5]=[CH:4][CH:3]=1.[Mg].Cl.[OH-].[Na+], predict the reaction product. The product is: [CH2:1]([N:8]1[CH2:13][CH2:12][CH:11]([CH2:14][C:15]#[N:16])[CH2:10][CH2:9]1)[C:2]1[CH:7]=[CH:6][CH:5]=[CH:4][CH:3]=1. (4) Given the reactants [F:1][C:2]1[C:3]([O:12][CH3:13])=[CH:4][CH:5]=[C:6]2[C:10]=1[C:9](=O)[CH2:8][CH2:7]2.[C:14](#[N:18])[CH2:15][C:16]#[N:17].C([O-])(=O)C.[NH4+].C(O)(=O)C, predict the reaction product. The product is: [F:1][C:2]1[C:3]([O:12][CH3:13])=[CH:4][CH:5]=[C:6]2[C:10]=1[C:9](=[C:15]([C:14]#[N:18])[C:16]#[N:17])[CH2:8][CH2:7]2. (5) Given the reactants [F:1][C:2]1[CH:21]=[CH:20][C:5]([CH2:6][O:7][CH2:8][C:9]([NH:11][CH2:12][CH2:13][CH2:14][CH2:15][CH2:16][C:17]([OH:19])=O)=[O:10])=[CH:4][CH:3]=1.[NH2:22][CH2:23][C@@H:24]([C:26]1[CH:31]=[CH:30][CH:29]=[CH:28][CH:27]=1)[OH:25].C(N(CC)CC)C, predict the reaction product. The product is: [F:1][C:2]1[CH:3]=[CH:4][C:5]([CH2:6][O:7][CH2:8][C:9]([NH:11][CH2:12][CH2:13][CH2:14][CH2:15][CH2:16][C:17]([NH:22][CH2:23][C@H:24]([OH:25])[C:26]2[CH:31]=[CH:30][CH:29]=[CH:28][CH:27]=2)=[O:19])=[O:10])=[CH:20][CH:21]=1. (6) Given the reactants [F:1][C:2]([F:14])([F:13])[C:3]1[CH:4]=[C:5]([C:9](=O)[CH2:10][CH3:11])[CH:6]=[CH:7][CH:8]=1.[C-:15]#[N:16].[Na+].[Cl-:18].[NH4+:19].N.[OH2:21], predict the reaction product. The product is: [ClH:18].[NH2:19][C:9]([C:5]1[CH:6]=[CH:7][CH:8]=[C:3]([C:2]([F:14])([F:13])[F:1])[CH:4]=1)([CH2:10][CH3:11])[C:15]([NH2:16])=[O:21].